Dataset: NCI-60 drug combinations with 297,098 pairs across 59 cell lines. Task: Regression. Given two drug SMILES strings and cell line genomic features, predict the synergy score measuring deviation from expected non-interaction effect. (1) Drug 1: CC1=CC2C(CCC3(C2CCC3(C(=O)C)OC(=O)C)C)C4(C1=CC(=O)CC4)C. Drug 2: C1=CN(C=N1)CC(O)(P(=O)(O)O)P(=O)(O)O. Cell line: SK-OV-3. Synergy scores: CSS=0.839, Synergy_ZIP=-0.708, Synergy_Bliss=-0.425, Synergy_Loewe=0.157, Synergy_HSA=0.163. (2) Drug 1: CC1CCC2CC(C(=CC=CC=CC(CC(C(=O)C(C(C(=CC(C(=O)CC(OC(=O)C3CCCCN3C(=O)C(=O)C1(O2)O)C(C)CC4CCC(C(C4)OC)OCCO)C)C)O)OC)C)C)C)OC. Drug 2: COC1=C2C(=CC3=C1OC=C3)C=CC(=O)O2. Cell line: NCI/ADR-RES. Synergy scores: CSS=7.90, Synergy_ZIP=1.19, Synergy_Bliss=-6.78, Synergy_Loewe=-20.6, Synergy_HSA=-7.31. (3) Drug 1: CC(C1=C(C=CC(=C1Cl)F)Cl)OC2=C(N=CC(=C2)C3=CN(N=C3)C4CCNCC4)N. Drug 2: CS(=O)(=O)OCCCCOS(=O)(=O)C. Cell line: SK-MEL-2. Synergy scores: CSS=-3.03, Synergy_ZIP=1.14, Synergy_Bliss=1.38, Synergy_Loewe=-15.8, Synergy_HSA=-6.44. (4) Drug 1: CCCCCOC(=O)NC1=NC(=O)N(C=C1F)C2C(C(C(O2)C)O)O. Drug 2: CC12CCC3C(C1CCC2OP(=O)(O)O)CCC4=C3C=CC(=C4)OC(=O)N(CCCl)CCCl.[Na+]. Cell line: NCI-H460. Synergy scores: CSS=23.4, Synergy_ZIP=-4.23, Synergy_Bliss=0.555, Synergy_Loewe=-1.68, Synergy_HSA=-1.86.